This data is from Catalyst prediction with 721,799 reactions and 888 catalyst types from USPTO. The task is: Predict which catalyst facilitates the given reaction. (1) Product: [CH3:19][O:20][Si:21]([O:24][CH3:25])([O:22][CH3:23])[CH2:1][CH2:2][CH2:3][CH2:4][CH2:5][CH2:6][CH2:7][CH2:8][CH2:9][CH2:10][CH2:11][CH2:12][CH2:13][CH2:14][CH2:15][CH2:16][CH2:17][CH3:18]. The catalyst class is: 41. Reactant: [CH2:1]=[CH:2][CH2:3][CH2:4][CH2:5][CH2:6][CH2:7][CH2:8][CH2:9][CH2:10][CH2:11][CH2:12][CH2:13][CH2:14][CH2:15][CH2:16][CH2:17][CH3:18].[CH3:19][O:20][SiH:21]([O:24][CH3:25])[O:22][CH3:23].O=O. (2) Reactant: [CH3:1][O:2][C:3]1[CH:4]=[C:5]2[C:10](=[CH:11][CH:12]=1)[C:9]([O:13][C:14]1[CH:19]=[CH:18][C:17](/[CH:20]=[CH:21]/[C:22]([O:24]CC)=[O:23])=[CH:16][CH:15]=1)=[C:8]([C:27]1[CH:32]=[CH:31][CH:30]=[CH:29][CH:28]=1)[C:7]([CH2:33][CH:34]([CH3:36])[CH3:35])=[CH:6]2.[OH-].[Na+]. Product: [CH3:1][O:2][C:3]1[CH:4]=[C:5]2[C:10](=[CH:11][CH:12]=1)[C:9]([O:13][C:14]1[CH:15]=[CH:16][C:17](/[CH:20]=[CH:21]/[C:22]([OH:24])=[O:23])=[CH:18][CH:19]=1)=[C:8]([C:27]1[CH:32]=[CH:31][CH:30]=[CH:29][CH:28]=1)[C:7]([CH2:33][CH:34]([CH3:36])[CH3:35])=[CH:6]2. The catalyst class is: 242.